From a dataset of Peptide-MHC class I binding affinity with 185,985 pairs from IEDB/IMGT. Regression. Given a peptide amino acid sequence and an MHC pseudo amino acid sequence, predict their binding affinity value. This is MHC class I binding data. (1) The peptide sequence is CEKRLLLKL. The binding affinity (normalized) is 0.0847. The MHC is HLA-B58:01 with pseudo-sequence HLA-B58:01. (2) The peptide sequence is ENPYKTWAY. The MHC is HLA-A26:01 with pseudo-sequence HLA-A26:01. The binding affinity (normalized) is 0.261. (3) The peptide sequence is FLDPATTTS. The MHC is HLA-A02:01 with pseudo-sequence HLA-A02:01. The binding affinity (normalized) is 0.308. (4) The peptide sequence is SDYLFLDTI. The MHC is Mamu-B01 with pseudo-sequence Mamu-B01. The binding affinity (normalized) is 0.904. (5) The peptide sequence is SLYPPCLFK. The MHC is HLA-B15:17 with pseudo-sequence HLA-B15:17. The binding affinity (normalized) is 0.0847.